From a dataset of HIV replication inhibition screening data with 41,000+ compounds from the AIDS Antiviral Screen. Binary Classification. Given a drug SMILES string, predict its activity (active/inactive) in a high-throughput screening assay against a specified biological target. (1) The molecule is COc1ccc2[nH]c3c(c2c1)CCc1c(OC)cccc1-3. The result is 0 (inactive). (2) The drug is CC(OC(C)(C)C)C(NC(=O)C(CCCCNC(=O)OC(C)(C)C)NC(=O)C(Cc1c[nH]c2ccccc12)NC(=O)C(Cc1ccccc1)NC(=O)OCC1c2ccccc2-c2ccccc21)C(=O)NC(Cc1ccccc1)C(=O)NC1CCCC1C(=O)OCc1ccccc1. The result is 0 (inactive). (3) The molecule is O=[N+]([O-])c1ccccc1S(=O)(=O)c1cc(Cl)cc2c1NCCC2. The result is 1 (active). (4) The molecule is COc1cc(C(O)C(O)c2cc(CN3CCOCC3)c(O)c(OC)c2)cc(CN2CCOCC2)c1O. The result is 0 (inactive). (5) The compound is COc1cc2c(c3c1C1Oc4cc(OCc5ccccc5)c(O)cc4C1C(C)(C)O3)CCC(C)(C)O2. The result is 0 (inactive). (6) The compound is COc1cc([N+](=O)[O-])c(OC)c2c(Nc3ccc(S(=O)(=O)O)c4cc(S(=O)(=O)O)cc(S(=O)(=O)O)c34)cc(C)nc12.[NaH]. The result is 0 (inactive). (7) The molecule is Cc1ccc(S(=O)S(=O)c2ccc(C)cc2)cc1. The result is 0 (inactive). (8) The drug is FC(F)(F)c1ccc(C2SCc3nc4ccccc4n32)cc1. The result is 0 (inactive). (9) The compound is COCCc1c(C)c(C#N)c2n(C)c3ccccc3n2c1=O. The result is 0 (inactive). (10) The compound is O=C1OC(c2ccccc2)=NC1=Cc1c(O)cc(O)cc1O. The result is 0 (inactive).